This data is from Reaction yield outcomes from USPTO patents with 853,638 reactions. The task is: Predict the reaction yield, written as a fraction of the theoretical maximum amount of product (1.0 means a 100% yield; for example, 0.34 means a 34% yield). (1) The reactants are C(OC(=O)C[C@H]1C2C(=CC(O[CH:16]3[CH2:21][CH2:20][N:19]([C:22]4[C:27]([CH3:28])=[CH:26][N:25]=[C:24](Cl)[N:23]=4)[CH2:18][CH2:17]3)=CC=2)CC1)C.[CH2:31]([C:33]1[CH:38]=[CH:37][C:36](B(O)O)=[CH:35][CH:34]=1)[CH3:32].C(Cl)Cl.[C:45]([O-:48])([O-])=[O:46].[Na+].[Na+].[Li+].[OH-].[C:53]1([CH3:59])[CH:58]=[CH:57][CH:56]=[CH:55][CH:54]=1. The catalyst is C1C=CC(P(C2C=CC=CC=2)[C-]2C=CC=C2)=CC=1.C1C=CC(P(C2C=CC=CC=2)[C-]2C=CC=C2)=CC=1.Cl[Pd]Cl.[Fe+2].O1CCOCC1. The product is [CH2:31]([C:33]1[CH:38]=[CH:37][C:36]([C:24]2[N:23]=[C:22]([N:19]3[CH2:18][CH2:17][CH:16]([CH2:59][C:53]4[CH:58]=[C:57]5[C:56](=[CH:55][CH:54]=4)[C@H:17]([CH2:18][C:45]([OH:48])=[O:46])[CH2:16][CH2:21]5)[CH2:21][CH2:20]3)[C:27]([CH3:28])=[CH:26][N:25]=2)=[CH:35][CH:34]=1)[CH3:32]. The yield is 0.430. (2) The reactants are [NH2:1][C:2]1[CH:12]=[CH:11][C:5]([C:6]([NH:8][CH2:9][CH3:10])=[O:7])=CC=1.C(=O)C.[CH:16](/[NH:19][C:20](=[O:29])[O:21][CH2:22][C:23]1[CH:28]=[CH:27][CH:26]=[CH:25][CH:24]=1)=[CH:17]\[CH3:18].Cl[C:31]1[CH:36]=CC([C:31]2[C:36]3OP(=O)(O)O[C:31]4[C:36]([C:31]5[CH:36]=CC(Cl)=[CH:33][CH:32]=5)=CC5CCCC[C:33]=5[C:32]=4C=3C3CCCC[C:33]=3[CH:32]=2)=[CH:33][CH:32]=1. The catalyst is ClCCl. The product is [CH2:9]([NH:8][C:6]([C:5]1[CH:18]=[C:17]2[C:2](=[CH:12][CH:11]=1)[NH:1][C@@H:32]([CH3:33])[C@H:31]([CH3:36])[C@H:16]2[NH:19][C:20](=[O:29])[O:21][CH2:22][C:23]1[CH:24]=[CH:25][CH:26]=[CH:27][CH:28]=1)=[O:7])[CH3:10]. The yield is 0.770. (3) The reactants are [NH2:1][C@@H:2]([CH2:17][CH:18]1[CH2:23][CH2:22][O:21][CH2:20][CH2:19]1)[C@H:3]([OH:16])[CH2:4][N:5]([CH3:15])[C:6](=[O:14])[O:7][CH2:8][CH2:9][Si:10]([CH3:13])([CH3:12])[CH3:11].C1N=CN([C:29]([N:31]2[CH:35]=N[CH:33]=[CH:32]2)=[O:30])C=1.CCN(C(C)C)C(C)C.[Cl:45][C:46]1[CH:47]=[C:48]([C@@H:52]([C@@H:61]2[O:66]CCNC2)[O:53][CH2:54][CH2:55][NH:56][C:57](=[O:60])[O:58][CH3:59])[CH:49]=[CH:50][CH:51]=1. The catalyst is C(Cl)Cl. The product is [Cl:45][C:46]1[CH:47]=[C:48]([C@@H:52]([C@@H:61]2[O:66][CH2:33][CH2:32][N:31]([C:29](=[O:30])[NH:1][C@H:2]([C@H:3]([OH:16])[CH2:4][N:5]([CH3:15])[C:6]([O:7][CH2:8][CH2:9][Si:10]([CH3:12])([CH3:13])[CH3:11])=[O:14])[CH2:17][CH:18]3[CH2:19][CH2:20][O:21][CH2:22][CH2:23]3)[CH2:35]2)[O:53][CH2:54][CH2:55][NH:56][C:57](=[O:60])[O:58][CH3:59])[CH:49]=[CH:50][CH:51]=1. The yield is 0.360. (4) The reactants are C([O:8][C:9]1[CH:10]=[CH:11][C:12]([C@@H:20]([OH:43])[CH2:21][NH:22][CH2:23][CH2:24][C:25]2[CH:30]=[CH:29][C:28]([O:31][CH2:32][CH2:33][C:34]([F:42])([F:41])[C:35]3[CH:40]=[CH:39][CH:38]=[CH:37][CH:36]=3)=[CH:27][CH:26]=2)=[C:13]2[C:18]=1[NH:17][C:16](=[O:19])[CH:15]=[CH:14]2)C1C=CC=CC=1. The catalyst is [Pd]. The product is [F:42][C:34]([F:41])([C:35]1[CH:40]=[CH:39][CH:38]=[CH:37][CH:36]=1)[CH2:33][CH2:32][O:31][C:28]1[CH:27]=[CH:26][C:25]([CH2:24][CH2:23][NH:22][CH2:21][C@@H:20]([C:12]2[CH:11]=[CH:10][C:9]([OH:8])=[C:18]3[C:13]=2[CH:14]=[CH:15][C:16](=[O:19])[NH:17]3)[OH:43])=[CH:30][CH:29]=1. The yield is 0.340. (5) The reactants are [O:1]=[C:2]1[NH:7][C:6]([C:8]2[CH:13]=[CH:12][C:11]([C:14]([F:17])([F:16])[F:15])=[CH:10][CH:9]=2)=[CH:5][N:4]2[C:18]([C:21]#[N:22])=[CH:19][CH:20]=[C:3]12.[OH-:23].[Li+].OO. The catalyst is O1CCCC1.O. The product is [O:1]=[C:2]1[NH:7][C:6]([C:8]2[CH:13]=[CH:12][C:11]([C:14]([F:15])([F:17])[F:16])=[CH:10][CH:9]=2)=[CH:5][N:4]2[C:18]([C:21]([NH2:22])=[O:23])=[CH:19][CH:20]=[C:3]12. The yield is 0.610.